Dataset: Reaction yield outcomes from USPTO patents with 853,638 reactions. Task: Predict the reaction yield, written as a fraction of the theoretical maximum amount of product (1.0 means a 100% yield; for example, 0.34 means a 34% yield). (1) The reactants are [C:1]([C:3]1[C:4]([NH:9][C@@H:10]([CH3:16])[C:11](OCC)=[O:12])=[N:5][CH:6]=[CH:7][CH:8]=1)#[N:2].C[O-].[Na+].Cl. The catalyst is CO.[Ni]. The product is [CH3:16][C@@H:10]1[NH:9][C:4]2[N:5]=[CH:6][CH:7]=[CH:8][C:3]=2[CH2:1][NH:2][C:11]1=[O:12]. The yield is 0.230. (2) The reactants are [N:1]1([C:7]2[C:8]3[N:16]=[C:15]([C:17]4[CH:18]=[N:19][CH:20]=[CH:21][CH:22]=4)[S:14][C:9]=3[N:10]=[C:11]([NH2:13])[N:12]=2)[CH2:6][CH2:5][NH:4][CH2:3][CH2:2]1.[CH3:23][O:24][C:25]1[CH:34]=[CH:33][C:28]([CH2:29][N:30]=[C:31]=[O:32])=[CH:27][CH:26]=1. No catalyst specified. The product is [NH2:13][C:11]1[N:12]=[C:7]([N:1]2[CH2:6][CH2:5][N:4]([C:31]([NH:30][CH2:29][C:28]3[CH:33]=[CH:34][C:25]([O:24][CH3:23])=[CH:26][CH:27]=3)=[O:32])[CH2:3][CH2:2]2)[C:8]2[N:16]=[C:15]([C:17]3[CH:18]=[N:19][CH:20]=[CH:21][CH:22]=3)[S:14][C:9]=2[N:10]=1. The yield is 0.400. (3) The reactants are [F:1][C:2]1[CH:7]=[C:6]([F:8])[CH:5]=[CH:4][C:3]=1[S:9]([NH:12][C:13]1[C:14]([O:28][CH3:29])=[N:15][CH:16]=[C:17](B2OC(C)(C)C(C)(C)O2)[CH:18]=1)(=[O:11])=[O:10].Br[C:31]1[CH:32]=[CH:33][C:34]2[N:35]([CH:37]=[CH:38][N:39]=2)[N:36]=1.C(Cl)Cl.C([O-])([O-])=O.[Na+].[Na+]. The catalyst is C1C=CC(P(C2C=CC=CC=2)[C-]2C=CC=C2)=CC=1.C1C=CC(P(C2C=CC=CC=2)[C-]2C=CC=C2)=CC=1.Cl[Pd]Cl.[Fe+2].O.COCCOC. The product is [F:1][C:2]1[CH:7]=[C:6]([F:8])[CH:5]=[CH:4][C:3]=1[S:9]([NH:12][C:13]1[C:14]([O:28][CH3:29])=[N:15][CH:16]=[C:17]([C:31]2[CH:32]=[CH:33][C:34]3[N:35]([CH:37]=[CH:38][N:39]=3)[N:36]=2)[CH:18]=1)(=[O:10])=[O:11]. The yield is 0.614. (4) The reactants are [C:1](Cl)(=[O:8])[C:2]1[CH:7]=[CH:6][CH:5]=[CH:4][CH:3]=1.[CH3:10][O:11][C:12]1[CH:17]=[CH:16][CH:15]=[CH:14][C:13]=1[N:18]1[CH2:23][CH2:22][N:21]([CH2:24][CH:25]2[CH2:30][CH2:29][NH:28][CH2:27][CH2:26]2)[CH2:20][CH2:19]1.C(N(CC)CC)C. No catalyst specified. The product is [CH3:10][O:11][C:12]1[CH:17]=[CH:16][CH:15]=[CH:14][C:13]=1[N:18]1[CH2:19][CH2:20][N:21]([CH2:24][CH:25]2[CH2:30][CH2:29][N:28]([C:1]([C:2]3[CH:7]=[CH:6][CH:5]=[CH:4][CH:3]=3)=[O:8])[CH2:27][CH2:26]2)[CH2:22][CH2:23]1. The yield is 0.660. (5) The reactants are C([O:3][C:4](=O)[C:5]1[CH:10]=[C:9]([O:11][CH2:12][CH3:13])[C:8]([Cl:14])=[C:7]([O:15][CH2:16][CH3:17])[CH:6]=1)C.[H-].C([Al+]CC(C)C)C(C)C. The catalyst is ClCCl. The product is [Cl:14][C:8]1[C:9]([O:11][CH2:12][CH3:13])=[CH:10][C:5]([CH2:4][OH:3])=[CH:6][C:7]=1[O:15][CH2:16][CH3:17]. The yield is 0.950.